From a dataset of NCI-60 drug combinations with 297,098 pairs across 59 cell lines. Regression. Given two drug SMILES strings and cell line genomic features, predict the synergy score measuring deviation from expected non-interaction effect. (1) Drug 1: CC1C(C(CC(O1)OC2CC(OC(C2O)C)OC3=CC4=CC5=C(C(=O)C(C(C5)C(C(=O)C(C(C)O)O)OC)OC6CC(C(C(O6)C)O)OC7CC(C(C(O7)C)O)OC8CC(C(C(O8)C)O)(C)O)C(=C4C(=C3C)O)O)O)O. Drug 2: CC12CCC3C(C1CCC2O)C(CC4=C3C=CC(=C4)O)CCCCCCCCCS(=O)CCCC(C(F)(F)F)(F)F. Cell line: HS 578T. Synergy scores: CSS=7.15, Synergy_ZIP=-2.31, Synergy_Bliss=-4.94, Synergy_Loewe=-4.73, Synergy_HSA=-4.11. (2) Cell line: HOP-92. Drug 1: CS(=O)(=O)C1=CC(=C(C=C1)C(=O)NC2=CC(=C(C=C2)Cl)C3=CC=CC=N3)Cl. Synergy scores: CSS=-3.66, Synergy_ZIP=3.27, Synergy_Bliss=-2.05, Synergy_Loewe=-13.0, Synergy_HSA=-10.6. Drug 2: CC1=CC2C(CCC3(C2CCC3(C(=O)C)OC(=O)C)C)C4(C1=CC(=O)CC4)C. (3) Drug 1: CN1C(=O)N2C=NC(=C2N=N1)C(=O)N. Drug 2: CCC1=C2N=C(C=C(N2N=C1)NCC3=C[N+](=CC=C3)[O-])N4CCCCC4CCO. Cell line: HCT116. Synergy scores: CSS=36.1, Synergy_ZIP=2.02, Synergy_Bliss=-0.378, Synergy_Loewe=-47.2, Synergy_HSA=-1.69. (4) Drug 1: CN1C(=O)N2C=NC(=C2N=N1)C(=O)N. Drug 2: C1CN(CCN1C(=O)CCBr)C(=O)CCBr. Cell line: OVCAR-8. Synergy scores: CSS=30.0, Synergy_ZIP=-8.33, Synergy_Bliss=2.18, Synergy_Loewe=-3.44, Synergy_HSA=3.54. (5) Drug 1: C1CN1C2=NC(=NC(=N2)N3CC3)N4CC4. Drug 2: C1=NC2=C(N1)C(=S)N=C(N2)N. Cell line: SNB-19. Synergy scores: CSS=43.5, Synergy_ZIP=0.962, Synergy_Bliss=1.75, Synergy_Loewe=-5.21, Synergy_HSA=3.16. (6) Drug 1: CN1CCC(CC1)COC2=C(C=C3C(=C2)N=CN=C3NC4=C(C=C(C=C4)Br)F)OC. Drug 2: C(CCl)NC(=O)N(CCCl)N=O. Cell line: SK-OV-3. Synergy scores: CSS=6.48, Synergy_ZIP=-6.72, Synergy_Bliss=-2.63, Synergy_Loewe=-22.9, Synergy_HSA=-3.92. (7) Drug 1: C1=CC(=CC=C1C#N)C(C2=CC=C(C=C2)C#N)N3C=NC=N3. Drug 2: CC1=C(C=C(C=C1)NC(=O)C2=CC=C(C=C2)CN3CCN(CC3)C)NC4=NC=CC(=N4)C5=CN=CC=C5. Cell line: SNB-75. Synergy scores: CSS=0.919, Synergy_ZIP=-1.48, Synergy_Bliss=-1.59, Synergy_Loewe=-1.33, Synergy_HSA=-1.17. (8) Drug 1: COC1=CC(=CC(=C1O)OC)C2C3C(COC3=O)C(C4=CC5=C(C=C24)OCO5)OC6C(C(C7C(O6)COC(O7)C8=CC=CS8)O)O. Drug 2: CN(C(=O)NC(C=O)C(C(C(CO)O)O)O)N=O. Cell line: CCRF-CEM. Synergy scores: CSS=57.7, Synergy_ZIP=2.48, Synergy_Bliss=1.63, Synergy_Loewe=-41.7, Synergy_HSA=2.18. (9) Drug 1: CS(=O)(=O)C1=CC(=C(C=C1)C(=O)NC2=CC(=C(C=C2)Cl)C3=CC=CC=N3)Cl. Drug 2: C1CN1P(=S)(N2CC2)N3CC3. Cell line: LOX IMVI. Synergy scores: CSS=18.0, Synergy_ZIP=-11.4, Synergy_Bliss=-13.2, Synergy_Loewe=-19.8, Synergy_HSA=-10.2.